This data is from Full USPTO retrosynthesis dataset with 1.9M reactions from patents (1976-2016). The task is: Predict the reactants needed to synthesize the given product. (1) Given the product [OH:4][CH2:3][C@@H:2]([NH:1][C:18](=[O:19])[O:20][CH2:21][C:22]1[CH:27]=[CH:26][CH:25]=[CH:24][CH:23]=1)[CH2:5][C@H:6]1[CH2:11][CH2:10][CH2:9][O:8][CH2:7]1, predict the reactants needed to synthesize it. The reactants are: [NH2:1][C@@H:2]([CH2:5][C@H:6]1[CH2:11][CH2:10][CH2:9][O:8][CH2:7]1)[CH2:3][OH:4].C([O-])([O-])=O.[K+].[K+].[C:18](Cl)([O:20][CH2:21][C:22]1[CH:27]=[CH:26][CH:25]=[CH:24][CH:23]=1)=[O:19]. (2) The reactants are: Br[C:2]1[CH:3]=[C:4]2[C:9](=[CH:10][CH:11]=1)[N:8]=[CH:7][N:6]([C:12](=[O:16])[CH2:13][CH2:14][OH:15])[C:5]2=[O:17].[CH3:18][C:19]1[CH:24]=[CH:23][CH:22]=[C:21]([CH3:25])[C:20]=1B(O)O.C(=O)([O-])[O-].[K+].[K+].C1(P(C2C=CC=CC=2)C2C=CC=CC=2)C=CC=CC=1.C(=O)(O)[O-]. Given the product [CH3:18][C:19]1[CH:24]=[CH:23][CH:22]=[C:21]([CH3:25])[C:20]=1[C:2]1[CH:3]=[C:4]2[C:9](=[CH:10][CH:11]=1)[N:8]=[CH:7][N:6]([C:12](=[O:16])[CH2:13][CH2:14][OH:15])[C:5]2=[O:17], predict the reactants needed to synthesize it. (3) The reactants are: [CH:1]1([CH2:4][C:5]([NH:7][C:8]2[N:9]=[C:10]3[CH:15]=[CH:14][C:13](I)=[N:12][N:11]3[CH:17]=2)=[O:6])[CH2:3][CH2:2]1.[NH2:18][C:19]1[CH:20]=[C:21]([OH:25])[CH:22]=[CH:23][CH:24]=1.C(=O)([O-])[O-].[K+].[K+].CN(C)C=O. Given the product [NH2:18][C:19]1[CH:20]=[C:21]([CH:22]=[CH:23][CH:24]=1)[O:25][C:13]1[CH:14]=[CH:15][C:10]2[N:11]([CH:17]=[C:8]([NH:7][C:5](=[O:6])[CH2:4][CH:1]3[CH2:3][CH2:2]3)[N:9]=2)[N:12]=1, predict the reactants needed to synthesize it. (4) Given the product [CH:1]1([N:5]2[C:13]3[C:8](=[CH:9][CH:10]=[C:11]([O:14][CH3:15])[CH:12]=3)[CH:7]=[C:6]2[C:16]2[CH:17]=[CH:18][C:19]([NH2:22])=[CH:20][CH:21]=2)[CH2:4][CH2:3][CH2:2]1, predict the reactants needed to synthesize it. The reactants are: [CH:1]1([N:5]2[C:13]3[C:8](=[CH:9][CH:10]=[C:11]([O:14][CH3:15])[CH:12]=3)[CH:7]=[C:6]2[C:16]2[CH:21]=[CH:20][C:19]([N+:22]([O-])=O)=[CH:18][CH:17]=2)[CH2:4][CH2:3][CH2:2]1.[Cl-].[NH4+].